From a dataset of Full USPTO retrosynthesis dataset with 1.9M reactions from patents (1976-2016). Predict the reactants needed to synthesize the given product. Given the product [OH:8][C:9]1[C:14](=[O:15])[N:13]2[C:16]3([CH2:24][CH2:23][CH2:22][CH2:21][CH2:20]3)[NH:17][C:18](=[O:19])[C:12]2=[C:11]([CH3:25])[CH:10]=1, predict the reactants needed to synthesize it. The reactants are: COC1C=CC(C[O:8][C:9]2[C:14](=[O:15])[N:13]3[C:16]4([CH2:24][CH2:23][CH2:22][CH2:21][CH2:20]4)[NH:17][C:18](=[O:19])[C:12]3=[C:11]([CH3:25])[CH:10]=2)=CC=1.ClC1C(=O)C(C#N)=C(C#N)C(=O)C=1Cl.